This data is from Peptide-MHC class II binding affinity with 134,281 pairs from IEDB. The task is: Regression. Given a peptide amino acid sequence and an MHC pseudo amino acid sequence, predict their binding affinity value. This is MHC class II binding data. The peptide sequence is PALFFTFLANLNLTE. The MHC is DRB1_0401 with pseudo-sequence DRB1_0401. The binding affinity (normalized) is 0.989.